This data is from Catalyst prediction with 721,799 reactions and 888 catalyst types from USPTO. The task is: Predict which catalyst facilitates the given reaction. (1) Reactant: [NH2:1][C:2]1[CH:7]=[CH:6][CH:5]=[CH:4][C:3]=1[OH:8].C(OCC)(=O)C.[N:15]#[C:16]Br.[OH-]. Product: [NH2:15][C:16]1[O:8][C:3]2[CH:4]=[CH:5][CH:6]=[CH:7][C:2]=2[N:1]=1. The catalyst class is: 6. (2) Reactant: Br[C:2]1[CH:3]=[CH:4][C:5]2[C:6]3[CH2:25][N:24]([C:26]([O:28][C:29]([CH3:32])([CH3:31])[CH3:30])=[O:27])[CH2:23][CH2:22][CH2:21][C:7]=3[N:8](S(C3C=CC(C)=CC=3)(=O)=O)[C:9]=2[CH:10]=1.[F:33][C:34]([F:49])([F:48])[C:35]1[N:40]=[N:39][C:38]([C:41]2[CH:46]=[CH:45][NH:44][C:43](=[O:47])[CH:42]=2)=[CH:37][CH:36]=1.C([O-])([O-])=O.[Cs+].[Cs+].OC1C=CC=C2C=1N=CC=C2. Product: [O:47]=[C:43]1[CH:42]=[C:41]([C:38]2[N:39]=[N:40][C:35]([C:34]([F:49])([F:48])[F:33])=[CH:36][CH:37]=2)[CH:46]=[CH:45][N:44]1[C:2]1[CH:3]=[CH:4][C:5]2[C:6]3[CH2:25][N:24]([C:26]([O:28][C:29]([CH3:32])([CH3:31])[CH3:30])=[O:27])[CH2:23][CH2:22][CH2:21][C:7]=3[NH:8][C:9]=2[CH:10]=1. The catalyst class is: 846.